Predict the reactants needed to synthesize the given product. From a dataset of Full USPTO retrosynthesis dataset with 1.9M reactions from patents (1976-2016). (1) Given the product [CH3:1][S:2]([N:5]1[CH2:6][CH2:7][CH:8]2[CH:9]([O:16]2)[CH2:10]1)(=[O:4])=[O:3], predict the reactants needed to synthesize it. The reactants are: [CH3:1][S:2]([N:5]1[CH:10]=[CH:9][CH2:8][CH2:7][CH2:6]1)(=[O:4])=[O:3].ClC1C=C(C=CC=1)C(OO)=[O:16]. (2) Given the product [CH3:2][CH2:1][O:3][C:4]([C:6]1[N:7]([C:24]([O:26][C:27]([CH3:30])([CH3:29])[CH3:28])=[O:23])[C:8]2[C:13]([CH:14]=1)=[C:12]([O:15][CH2:16][C:17]1[CH:22]=[CH:21][CH:20]=[CH:19][CH:18]=1)[CH:11]=[CH:10][CH:9]=2)=[O:5], predict the reactants needed to synthesize it. The reactants are: [CH2:1]([O:3][C:4]([C:6]1[NH:7][C:8]2[C:13]([CH:14]=1)=[C:12]([O:15][CH2:16][C:17]1[CH:22]=[CH:21][CH:20]=[CH:19][CH:18]=1)[CH:11]=[CH:10][CH:9]=2)=[O:5])[CH3:2].[O:23](C(OC(C)(C)C)=O)[C:24]([O:26][C:27]([CH3:30])([CH3:29])[CH3:28])=O. (3) Given the product [CH3:21][O:20][C:17]1[CH:18]=[CH:19][C:14]([N:9]2[CH:10]=[CH:11][C:12](=[O:13])[C:7]([C:5]3[N:29]([C:23]4[CH:28]=[CH:27][CH:26]=[CH:25][CH:24]=4)[N:2]=[CH:3][CH:4]=3)=[N:8]2)=[CH:15][CH:16]=1, predict the reactants needed to synthesize it. The reactants are: C[N:2](C)[CH:3]=[CH:4][C:5]([C:7]1[C:12](=[O:13])[CH:11]=[CH:10][N:9]([C:14]2[CH:19]=[CH:18][C:17]([O:20][CH3:21])=[CH:16][CH:15]=2)[N:8]=1)=O.[C:23]1([NH:29]N)[CH:28]=[CH:27][CH:26]=[CH:25][CH:24]=1. (4) Given the product [CH3:1][C:2]([CH3:27])([CH3:26])[C:3]([O:5][CH2:6][N:7]1[C:15](=[O:16])[C:14]2[N:13]([CH2:29][C:30]#[C:31][CH3:32])[CH:12]=[N:11][C:10]=2[N:9]([CH2:17][O:18][C:19](=[O:24])[C:20]([CH3:21])([CH3:23])[CH3:22])[C:8]1=[O:25])=[O:4], predict the reactants needed to synthesize it. The reactants are: [CH3:1][C:2]([CH3:27])([CH3:26])[C:3]([O:5][CH2:6][N:7]1[C:15](=[O:16])[C:14]2[NH:13][CH:12]=[N:11][C:10]=2[N:9]([CH2:17][O:18][C:19](=[O:24])[C:20]([CH3:23])([CH3:22])[CH3:21])[C:8]1=[O:25])=[O:4].Br[CH2:29][C:30]#[C:31][CH3:32].C(=O)([O-])[O-].[K+].[K+]. (5) Given the product [O:1]1[CH:5]=[CH:4][CH:3]=[C:2]1[C:6]1[N:14]=[C:13]([OH:36])[N:12]=[C:11]2[C:7]=1[N:8]=[CH:9][N:10]2[CH2:18][C:19]1[CH:24]=[CH:23][C:22]([O:25][CH3:26])=[CH:21][CH:20]=1, predict the reactants needed to synthesize it. The reactants are: [O:1]1[CH:5]=[CH:4][CH:3]=[C:2]1[C:6]1[N:14]=[C:13]([N+]([O-])=O)[N:12]=[C:11]2[C:7]=1[N:8]=[CH:9][N:10]2[CH2:18][C:19]1[CH:24]=[CH:23][C:22]([O:25][CH3:26])=[CH:21][CH:20]=1.N1C=C2C(N=CN2)=NC=1.[OH-:36].C([N+](CCCC)(CCCC)CCCC)CCC.[NH4+].[Cl-]. (6) Given the product [NH2:6][C:7]1[NH:12][C:11](=[O:13])[C:10]([N+:14]([O-:16])=[O:15])=[CH:9][N:8]=1, predict the reactants needed to synthesize it. The reactants are: S(=O)(=O)(O)O.[NH2:6][C:7]1[NH:12][C:11](=[O:13])[CH:10]=[CH:9][N:8]=1.[N+:14]([O-])([OH:16])=[O:15]. (7) Given the product [F:1][C:2]1[C:3]([N:12]2[N:16]=[CH:15][CH:14]=[N:13]2)=[C:4]([C:5]([N:20]2[CH2:21][CH2:22][CH2:23][C@@H:18]([CH3:17])[C@H:19]2[CH2:24][NH:25][C:37]2[CH:42]=[CH:41][C:40]([C:43]([F:46])([F:45])[F:44])=[CH:39][N:38]=2)=[O:7])[CH:8]=[C:9]([CH3:11])[CH:10]=1, predict the reactants needed to synthesize it. The reactants are: [F:1][C:2]1[C:3]([N:12]2[N:16]=[CH:15][CH:14]=[N:13]2)=[C:4]([CH:8]=[C:9]([CH3:11])[CH:10]=1)[C:5]([OH:7])=O.[CH3:17][C@@H:18]1[CH2:23][CH2:22][CH2:21][NH:20][C@@H:19]1[CH2:24][N:25]1C(=O)C2C(=CC=CC=2)C1=O.Cl[C:37]1[CH:42]=[CH:41][C:40]([C:43]([F:46])([F:45])[F:44])=[CH:39][N:38]=1. (8) The reactants are: [CH3:1][C@@:2]12[CH:10](C(C([O-])=O)=C)[CH2:9][C@H:5]([C:6]1([CH3:8])[CH3:7])[CH2:4][CH2:3]2.[CH:16](N1CCCC1=O)=C.[C:24]([O:29]CCO[C:33](=[O:38])[CH2:34][C:35]([CH3:37])=[O:36])(=[O:28])[C:25](C)=[CH2:26]. Given the product [CH3:1][C@@:2]12[CH:10]([O:29][C:24]([CH:25]=[CH2:26])=[O:28])[CH2:9][C@@H:5]([C:6]1([CH3:7])[CH3:8])[CH2:4][CH2:3]2.[CH3:37][C:35](=[CH:34][C:33](=[O:38])[CH3:16])[O-:36], predict the reactants needed to synthesize it. (9) The reactants are: [Cl-].O[NH3+:3].[C:4](=[O:7])([O-])[OH:5].[Na+].CS(C)=O.[C:13]([C:15]1[CH:20]=[CH:19][CH:18]=[CH:17][C:16]=1[C:21]1[CH:26]=[CH:25][C:24]([CH2:27][C:28]2[C:29](=[O:52])[N:30]([C@H:40]3[CH2:45][CH2:44][C@H:43]([O:46][CH:47]([CH3:51])[C:48]([NH2:50])=O)[CH2:42][CH2:41]3)[C:31]3[N:32]([N:37]=[CH:38][N:39]=3)[C:33]=2[CH2:34][CH2:35][CH3:36])=[CH:23][CH:22]=1)#[N:14]. Given the product [O:52]=[C:29]1[C:28]([CH2:27][C:24]2[CH:23]=[CH:22][C:21]([C:16]3[CH:17]=[CH:18][CH:19]=[CH:20][C:15]=3[C:13]3[NH:3][C:4](=[O:7])[O:5][N:14]=3)=[CH:26][CH:25]=2)=[C:33]([CH2:34][CH2:35][CH3:36])[N:32]2[N:37]=[CH:38][N:39]=[C:31]2[N:30]1[C@H:40]1[CH2:45][CH2:44][C@H:43]([O:46][CH:47]([CH3:51])[C:48]#[N:50])[CH2:42][CH2:41]1, predict the reactants needed to synthesize it.